Predict the reaction yield, written as a fraction of the theoretical maximum amount of product (1.0 means a 100% yield; for example, 0.34 means a 34% yield). From a dataset of Reaction yield outcomes from USPTO patents with 853,638 reactions. (1) The reactants are [C:1]([O:5][C:6]([N:8]1[CH2:12][CH2:11][CH2:10][C@H:9]1[C:13]([OH:15])=O)=[O:7])([CH3:4])([CH3:3])[CH3:2].[NH2:16][C:17]1[CH:18]=[C:19]([NH:27][C:28]2[N:37]=[CH:36][C:35]3[N:34]([CH3:38])[C:33](=[O:39])[CH2:32][N:31]([CH:40]([CH3:42])[CH3:41])[C:30]=3[N:29]=2)[CH:20]=[C:21]([S:23]([CH3:26])(=[O:25])=[O:24])[CH:22]=1. No catalyst specified. The product is [C:1]([O:5][C:6]([N:8]1[CH2:12][CH2:11][CH2:10][C@H:9]1[C:13](=[O:15])[NH:16][C:17]1[CH:22]=[C:21]([S:23]([CH3:26])(=[O:24])=[O:25])[CH:20]=[C:19]([NH:27][C:28]2[N:37]=[CH:36][C:35]3[N:34]([CH3:38])[C:33](=[O:39])[CH2:32][N:31]([CH:40]([CH3:42])[CH3:41])[C:30]=3[N:29]=2)[CH:18]=1)=[O:7])([CH3:2])([CH3:3])[CH3:4]. The yield is 0.252. (2) The reactants are [CH2:1]([O:8][CH2:9][C@H:10]1[O:15][C@H:14]([O:16][CH3:17])[C@@H:13]2[C@@H:11]1[O:12]2)[C:2]1[CH:7]=[CH:6][CH:5]=[CH:4][CH:3]=1.[F-:18].[Na+].O. The catalyst is C(O)CO. The product is [CH2:1]([O:8][CH2:9][C@H:10]1[O:15][C@H:14]([O:16][CH3:17])[C@@H:13]([OH:12])[C@@H:11]1[F:18])[C:2]1[CH:7]=[CH:6][CH:5]=[CH:4][CH:3]=1. The yield is 0.330. (3) The yield is 0.860. The product is [NH2:14][C:15]1[N:20]=[CH:19][C:18]([CH:21]2[CH2:22][N:23]([C:25]([O:27][C:28]([CH3:31])([CH3:30])[CH3:29])=[O:26])[CH2:24]2)=[CH:17][CH:16]=1. The catalyst is CO. The reactants are C1(C(=[N:14][C:15]2[N:20]=[CH:19][C:18]([CH:21]3[CH2:24][N:23]([C:25]([O:27][C:28]([CH3:31])([CH3:30])[CH3:29])=[O:26])[CH2:22]3)=[CH:17][CH:16]=2)C2C=CC=CC=2)C=CC=CC=1.NO.O. (4) The reactants are [Cl:1][C:2]1[CH:3]=[C:4]([N:9]2[CH2:14][CH2:13][NH:12][CH2:11][CH2:10]2)[CH:5]=[CH:6][C:7]=1[Cl:8].[N:15]([C:18]1[CH:27]=[CH:26][CH:25]=[C:24]2[C:19]=1[CH:20]=[CH:21][N:22]=[CH:23]2)=[C:16]=[O:17]. The catalyst is C(OCC)C. The product is [Cl:1][C:2]1[CH:3]=[C:4]([N:9]2[CH2:14][CH2:13][N:12]([C:16]([NH:15][C:18]3[CH:27]=[CH:26][CH:25]=[C:24]4[C:19]=3[CH:20]=[CH:21][N:22]=[CH:23]4)=[O:17])[CH2:11][CH2:10]2)[CH:5]=[CH:6][C:7]=1[Cl:8]. The yield is 0.800. (5) The reactants are [CH3:1][C:2]1[C:3]([C:11]2[CH:16]=[CH:15][N:14]=[CH:13][CH:12]=2)=[CH:4][C:5]([O:9][CH3:10])=[C:6]([CH:8]=1)[NH2:7].C(N(CC)CC)C.[F:24][C:25]([F:36])([F:35])[C:26](O[C:26](=[O:27])[C:25]([F:36])([F:35])[F:24])=[O:27]. The catalyst is C1COCC1. The product is [F:24][C:25]([F:36])([F:35])[C:26]([NH:7][C:6]1[CH:8]=[C:2]([CH3:1])[C:3]([C:11]2[CH:16]=[CH:15][N:14]=[CH:13][CH:12]=2)=[CH:4][C:5]=1[O:9][CH3:10])=[O:27]. The yield is 0.710. (6) The reactants are [C:1]1([S:7](Cl)(=[O:9])=[O:8])[CH:6]=[CH:5][CH:4]=[CH:3][CH:2]=1.[NH3:11]. No catalyst specified. The product is [C:1]1([S:7]([NH2:11])(=[O:9])=[O:8])[CH:6]=[CH:5][CH:4]=[CH:3][CH:2]=1. The yield is 0.960. (7) The reactants are C1([O:7][C:8](=O)[N:9]([C:19]2[CH:24]=[C:23]([O:25][C:26]3[CH:31]=[CH:30][C:29]([NH:32][C:33]([C:35]4([C:38](=[O:47])[NH:39][C:40]5[CH:45]=[CH:44][C:43]([F:46])=[CH:42][CH:41]=5)[CH2:37][CH2:36]4)=[O:34])=[CH:28][C:27]=3[F:48])[CH:22]=[CH:21][N:20]=2)C(OC2C=CC=CC=2)=O)C=CC=CC=1.[N:50]1([CH:55]2[CH2:60][CH2:59][NH:58][CH2:57][CH2:56]2)[CH2:54][CH2:53][CH2:52][CH2:51]1. The catalyst is CN(C)C=O. The product is [F:46][C:43]1[CH:44]=[CH:45][C:40]([NH:39][C:38]([C:35]2([C:33]([NH:32][C:29]3[CH:30]=[CH:31][C:26]([O:25][C:23]4[CH:22]=[CH:21][N:20]=[C:19]([NH:9][C:8]([N:58]5[CH2:59][CH2:60][CH:55]([N:50]6[CH2:54][CH2:53][CH2:52][CH2:51]6)[CH2:56][CH2:57]5)=[O:7])[CH:24]=4)=[C:27]([F:48])[CH:28]=3)=[O:34])[CH2:37][CH2:36]2)=[O:47])=[CH:41][CH:42]=1. The yield is 0.800. (8) The reactants are C([O-])([O-])=O.[K+].[K+].[CH2:7](Br)[C:8]1[CH:13]=[CH:12][CH:11]=[CH:10][CH:9]=1.[CH3:15][O:16][C:17](=[O:29])[C:18]1[CH:27]=[C:26]([OH:28])[CH:25]=[C:20]([C:21]([O:23][CH3:24])=[O:22])[CH:19]=1. The catalyst is CC(C)=O. The product is [CH3:24][O:23][C:21](=[O:22])[C:20]1[CH:25]=[C:26]([O:28][CH2:7][C:8]2[CH:13]=[CH:12][CH:11]=[CH:10][CH:9]=2)[CH:27]=[C:18]([C:17]([O:16][CH3:15])=[O:29])[CH:19]=1. The yield is 1.05. (9) The reactants are Cl[C:2]1[CH:3]=[CH:4][C:5]([N+:21]([O-:23])=[O:22])=[C:6]([NH:8][C@@H:9]2[CH2:14][CH2:13][C@H:12]([C:15]([NH:17][CH:18]([CH3:20])[CH3:19])=[O:16])[CH2:11][CH2:10]2)[CH:7]=1.[NH:24]1[CH2:29][CH2:28][O:27][CH2:26][CH2:25]1. No catalyst specified. The product is [CH:18]([NH:17][C:15]([C@H:12]1[CH2:13][CH2:14][C@@H:9]([NH:8][C:6]2[CH:7]=[C:2]([N:24]3[CH2:29][CH2:28][O:27][CH2:26][CH2:25]3)[CH:3]=[CH:4][C:5]=2[N+:21]([O-:23])=[O:22])[CH2:10][CH2:11]1)=[O:16])([CH3:20])[CH3:19]. The yield is 1.10. (10) The reactants are [CH3:1][O:2][C:3](=[O:36])[CH:4]([NH:28][C:29]([O:31][C:32]([CH3:35])([CH3:34])[CH3:33])=[O:30])[CH2:5][O:6][C:7]1[CH:12]=[CH:11][C:10]([CH2:13][CH2:14][CH2:15][CH2:16][NH:17]C(OCC2C=CC=CC=2)=O)=[CH:9][CH:8]=1. The catalyst is CO.[Pd]. The product is [CH3:1][O:2][C:3](=[O:36])[CH:4]([NH:28][C:29]([O:31][C:32]([CH3:34])([CH3:33])[CH3:35])=[O:30])[CH2:5][O:6][C:7]1[CH:8]=[CH:9][C:10]([CH2:13][CH2:14][CH2:15][CH2:16][NH2:17])=[CH:11][CH:12]=1. The yield is 0.980.